Dataset: Merck oncology drug combination screen with 23,052 pairs across 39 cell lines. Task: Regression. Given two drug SMILES strings and cell line genomic features, predict the synergy score measuring deviation from expected non-interaction effect. Drug 1: O=S1(=O)NC2(CN1CC(F)(F)F)C1CCC2Cc2cc(C=CCN3CCC(C(F)(F)F)CC3)ccc2C1. Drug 2: Cc1nc(Nc2ncc(C(=O)Nc3c(C)cccc3Cl)s2)cc(N2CCN(CCO)CC2)n1. Cell line: NCIH460. Synergy scores: synergy=7.71.